Dataset: Full USPTO retrosynthesis dataset with 1.9M reactions from patents (1976-2016). Task: Predict the reactants needed to synthesize the given product. The reactants are: [O:1]=[C:2]1[C:11]2=[N:12][N:13]([C:19]3[CH:24]=[CH:23][CH:22]=[CH:21][CH:20]=3)[C:14]([CH2:15][C:16](O)=[O:17])=[C:10]2[C:9]2[CH:8]=[CH:7][CH:6]=[CH:5][C:4]=2[NH:3]1.[C:25]([N:32]1[CH2:37][CH2:36][NH:35][CH2:34][CH2:33]1)([O:27][C:28]([CH3:31])([CH3:30])[CH3:29])=[O:26].Cl.CN(C)CCCN=C=NCC.ON1C2C=CC=CC=2N=N1. Given the product [O:1]=[C:2]1[C:11]2=[N:12][N:13]([C:19]3[CH:24]=[CH:23][CH:22]=[CH:21][CH:20]=3)[C:14]([CH2:15][C:16]([N:35]3[CH2:34][CH2:33][N:32]([C:25]([O:27][C:28]([CH3:31])([CH3:30])[CH3:29])=[O:26])[CH2:37][CH2:36]3)=[O:17])=[C:10]2[C:9]2[CH:8]=[CH:7][CH:6]=[CH:5][C:4]=2[NH:3]1, predict the reactants needed to synthesize it.